This data is from Full USPTO retrosynthesis dataset with 1.9M reactions from patents (1976-2016). The task is: Predict the reactants needed to synthesize the given product. (1) The reactants are: [C:1]([N:4]1[C:8]2[CH:9]=[CH:10][CH:11]=[CH:12][C:7]=2[NH:6][C:5]1=[O:13])([CH3:3])=[CH2:2].[C:14]([O:18][CH3:19])(=[O:17])[CH:15]=[CH2:16].[OH-].C([N+](C)(C)C)C1C=CC=CC=1.O. Given the product [CH3:19][O:18][C:14](=[O:17])[CH2:15][CH2:16][N:6]1[C:7]2[CH:12]=[CH:11][CH:10]=[CH:9][C:8]=2[N:4]([C:1]([CH3:3])=[CH2:2])[C:5]1=[O:13], predict the reactants needed to synthesize it. (2) Given the product [F:16][C:17]([F:27])([F:28])[C:18]1[CH:19]=[C:20]([CH:21]=[CH:22][CH:23]=1)[C:24]([O:26][C:35]1[C:34]([F:37])=[C:33]([F:38])[C:32]([F:39])=[C:31]([F:40])[C:30]=1[F:29])=[O:25], predict the reactants needed to synthesize it. The reactants are: C1(N=C=NC2CCCCC2)CCCCC1.[F:16][C:17]([F:28])([F:27])[C:18]1[CH:23]=[CH:22][CH:21]=[C:20]([C:24]([OH:26])=[O:25])[CH:19]=1.[F:29][C:30]1[C:35](O)=[C:34]([F:37])[C:33]([F:38])=[C:32]([F:39])[C:31]=1[F:40]. (3) Given the product [O:14]1[C:18]2[CH:19]=[CH:20][CH:21]=[CH:22][C:17]=2[CH:16]=[C:15]1[CH:23]([C:7]1[CH:12]=[CH:11][CH:10]=[CH:9][C:8]=1[Br:13])[NH:24][S:25]([C:28]1[CH:38]=[CH:37][C:31]2[O:32][CH2:33][CH2:34][CH2:35][O:36][C:30]=2[CH:29]=1)(=[O:26])=[O:27], predict the reactants needed to synthesize it. The reactants are: O1CCCC1.Br[C:7]1[CH:12]=[CH:11][CH:10]=[CH:9][C:8]=1[Br:13].[O:14]1[C:18]2[CH:19]=[CH:20][CH:21]=[CH:22][C:17]=2[CH:16]=[C:15]1[CH:23]=[N:24][S:25]([C:28]1[CH:38]=[CH:37][C:31]2[O:32][CH2:33][CH2:34][CH2:35][O:36][C:30]=2[CH:29]=1)(=[O:27])=[O:26]. (4) Given the product [ClH:29].[NH:19]=[C:17]([NH:18][S:26]([CH:23]1[CH2:25][CH2:24]1)(=[O:28])=[O:27])[NH:16][CH2:15][CH2:14][CH2:13][C@@H:12]([C:20]([N:30]1[CH2:34][CH2:33][CH2:32][CH2:31]1)=[O:22])[NH2:11], predict the reactants needed to synthesize it. The reactants are: C(OC([NH:11][C@H:12]([C:20]([OH:22])=O)[CH2:13][CH2:14][CH2:15][NH:16][C:17](=[NH:19])[NH2:18])=O)C1C=CC=CC=1.[CH:23]1([S:26]([Cl:29])(=[O:28])=[O:27])[CH2:25][CH2:24]1.[NH:30]1[CH2:34][CH2:33][CH2:32][CH2:31]1.